This data is from Full USPTO retrosynthesis dataset with 1.9M reactions from patents (1976-2016). The task is: Predict the reactants needed to synthesize the given product. Given the product [CH2:1]([C:3]1[CH:8]=[N:7][C:6]([O:9][CH:10]2[CH2:11][CH2:12][CH:13]([C:16]([NH:43][CH2:44][CH2:45][CH2:46][C:47]([N:49]3[CH2:54][CH2:53][N:52]([S:55]([CH3:58])(=[O:57])=[O:56])[CH2:51][CH2:50]3)=[O:48])=[O:18])[CH2:14][CH2:15]2)=[N:5][CH:4]=1)[CH3:2], predict the reactants needed to synthesize it. The reactants are: [CH2:1]([C:3]1[CH:4]=[N:5][C:6]([O:9][CH:10]2[CH2:15][CH2:14][CH:13]([C:16]([OH:18])=O)[CH2:12][CH2:11]2)=[N:7][CH:8]=1)[CH3:2].C(Cl)CCl.C1C=CC2N(O)N=NC=2C=1.CCN(C(C)C)C(C)C.Cl.[NH2:43][CH2:44][CH2:45][CH2:46][C:47]([N:49]1[CH2:54][CH2:53][N:52]([S:55]([CH3:58])(=[O:57])=[O:56])[CH2:51][CH2:50]1)=[O:48].